This data is from Catalyst prediction with 721,799 reactions and 888 catalyst types from USPTO. The task is: Predict which catalyst facilitates the given reaction. (1) Reactant: [Cl:1][C:2]1[CH:7]=[CH:6][CH:5]=[CH:4][C:3]=1[C:8]1[CH:13]=[CH:12][CH:11]=[C:10]([NH:14][C:15]([C@@H:17]2[CH2:21][C@@H:20]([F:22])[CH2:19][N:18]2C(OC(C)(C)C)=O)=[O:16])[C:9]=1[F:30]. Product: [ClH:1].[Cl:1][C:2]1[CH:7]=[CH:6][CH:5]=[CH:4][C:3]=1[C:8]1[CH:13]=[CH:12][CH:11]=[C:10]([NH:14][C:15]([C@@H:17]2[CH2:21][C@@H:20]([F:22])[CH2:19][NH:18]2)=[O:16])[C:9]=1[F:30]. The catalyst class is: 89. (2) Reactant: [NH:1]1[C:5]2=[CH:6][N:7]=[CH:8][CH:9]=[C:4]2[C:3]([CH:10]=[O:11])=[CH:2]1.[C:12]1([Mg]Cl)[CH:17]=[CH:16][CH:15]=[CH:14][CH:13]=1. Product: [C:12]1([CH:10]([C:3]2[C:4]3[C:5](=[CH:6][N:7]=[CH:8][CH:9]=3)[NH:1][CH:2]=2)[OH:11])[CH:17]=[CH:16][CH:15]=[CH:14][CH:13]=1. The catalyst class is: 1. (3) Reactant: C(S)CCCCCCCCCCC.[Al+3].[Cl-].[Cl-].[Cl-].[Cl:18][C:19]1[CH:20]=[CH:21][C:22]([C:25]2[CH:30]=[CH:29][C:28]([O:31]C)=[C:27]([F:33])[CH:26]=2)=[N:23][CH:24]=1. Product: [Cl:18][C:19]1[CH:20]=[CH:21][C:22]([C:25]2[CH:30]=[CH:29][C:28]([OH:31])=[C:27]([F:33])[CH:26]=2)=[N:23][CH:24]=1. The catalyst class is: 11. (4) Reactant: Cl.Cl.[C:3]([C:7]1[CH:12]=[CH:11][CH:10]=[CH:9][C:8]=1[N:13]1[CH2:18][CH2:17][NH:16][CH2:15][CH2:14]1)([CH3:6])([CH3:5])[CH3:4].[Br:19][C:20]1[CH:28]=[CH:27][C:23]([C:24](Cl)=[O:25])=[CH:22][CH:21]=1.C(N(CC)CC)C.O. Product: [Br:19][C:20]1[CH:28]=[CH:27][C:23]([C:24]([N:16]2[CH2:17][CH2:18][N:13]([C:8]3[CH:9]=[CH:10][CH:11]=[CH:12][C:7]=3[C:3]([CH3:6])([CH3:4])[CH3:5])[CH2:14][CH2:15]2)=[O:25])=[CH:22][CH:21]=1. The catalyst class is: 7. (5) Reactant: CCCC[N+](CCCC)(CCCC)CCCC.[F-].[CH3:19][O:20][C:21]1[CH:84]=[CH:83][C:24]([C:25]([O:38][C@@H:39]2[C@@H:43]([CH2:44][O:45][Si](C(C)(C)C)(C)C)[O:42][C@@H:41]([N:53]3[CH:81]=[CH:80][C:57]([NH:58][C:59]([C:74]4[CH:79]=[CH:78][CH:77]=[CH:76][CH:75]=4)([C:68]4[CH:73]=[CH:72][CH:71]=[CH:70][CH:69]=4)[C:60]4[CH:65]=[CH:64][C:63]([O:66][CH3:67])=[CH:62][CH:61]=4)=[N:56][C:54]3=[O:55])[C@@H:40]2[F:82])([C:32]2[CH:37]=[CH:36][CH:35]=[CH:34][CH:33]=2)[C:26]2[CH:31]=[CH:30][CH:29]=[CH:28][CH:27]=2)=[CH:23][CH:22]=1. Product: [CH3:19][O:20][C:21]1[CH:84]=[CH:83][C:24]([C:25]([O:38][C@@H:39]2[C@@H:43]([CH2:44][OH:45])[O:42][C@@H:41]([N:53]3[CH:81]=[CH:80][C:57]([NH:58][C:59]([C:74]4[CH:75]=[CH:76][CH:77]=[CH:78][CH:79]=4)([C:68]4[CH:69]=[CH:70][CH:71]=[CH:72][CH:73]=4)[C:60]4[CH:65]=[CH:64][C:63]([O:66][CH3:67])=[CH:62][CH:61]=4)=[N:56][C:54]3=[O:55])[C@@H:40]2[F:82])([C:32]2[CH:33]=[CH:34][CH:35]=[CH:36][CH:37]=2)[C:26]2[CH:27]=[CH:28][CH:29]=[CH:30][CH:31]=2)=[CH:23][CH:22]=1. The catalyst class is: 1.